Dataset: Full USPTO retrosynthesis dataset with 1.9M reactions from patents (1976-2016). Task: Predict the reactants needed to synthesize the given product. (1) Given the product [CH3:25][C:9]1[C:10]([C:11]2[CH:12]=[CH:13][C:14]([S:17](=[O:24])(=[O:23])[NH2:18])=[CH:15][CH:16]=2)=[C:6]([C:4]([OH:5])=[O:3])[S:7][C:8]=1[N:26]1[CH2:27][CH2:28][O:29][CH2:30][CH2:31]1, predict the reactants needed to synthesize it. The reactants are: C([O:3][C:4]([C:6]1[S:7][C:8]([N:26]2[CH2:31][CH2:30][O:29][CH2:28][CH2:27]2)=[C:9]([CH3:25])[C:10]=1[C:11]1[CH:16]=[CH:15][C:14]([S:17](=[O:24])(=[O:23])[N:18]=CN(C)C)=[CH:13][CH:12]=1)=[O:5])C.[OH-].[Na+].O.Cl. (2) Given the product [CH2:7]([O:9][C:10](=[O:35])[CH2:11][C:12]1[CH:17]=[CH:16][CH:15]=[C:14]([N:18]2[C:32]3[CH:31]=[CH:30][CH:29]=[C:28]([Cl:34])[C:27]=3[C:22]3=[N:23][O:24][C:25]([CH3:26])=[C:21]3[C:19]2=[O:20])[N:13]=1)[CH3:8], predict the reactants needed to synthesize it. The reactants are: C([O-])([O-])=O.[K+].[K+].[CH2:7]([O:9][C:10](=[O:35])[CH2:11][C:12]1[CH:17]=[CH:16][CH:15]=[C:14]([NH:18][C:19]([C:21]2[C:22]([C:27]3[C:32](F)=[CH:31][CH:30]=[CH:29][C:28]=3[Cl:34])=[N:23][O:24][C:25]=2[CH3:26])=[O:20])[N:13]=1)[CH3:8]. (3) Given the product [CH:1]([N:14]1[CH2:17][CH:16]([C:19]2[C:23]3[CH:24]=[CH:25][CH:26]=[CH:27][C:22]=3[O:21][CH:20]=2)[CH2:15]1)([C:2]1[CH:3]=[CH:4][CH:5]=[CH:6][CH:7]=1)[C:8]1[CH:13]=[CH:12][CH:11]=[CH:10][CH:9]=1, predict the reactants needed to synthesize it. The reactants are: [CH:1]([N:14]1[CH2:17][C:16]([C:19]2[C:23]3[CH:24]=[CH:25][CH:26]=[CH:27][C:22]=3[O:21][CH:20]=2)(Cl)[CH2:15]1)([C:8]1[CH:13]=[CH:12][CH:11]=[CH:10][CH:9]=1)[C:2]1[CH:7]=[CH:6][CH:5]=[CH:4][CH:3]=1.C(N(CC)CC)C. (4) Given the product [F:15][C:12]1[CH:13]=[C:14]2[C:9](=[CH:10][CH:11]=1)[NH:8][CH:7]=[C:6]2[CH2:5][CH2:4][OH:3], predict the reactants needed to synthesize it. The reactants are: C([O:3][C:4](=O)[CH2:5][C:6]1(O)[C:14]2[C:9](=[CH:10][CH:11]=[C:12]([F:15])[CH:13]=2)[NH:8][C:7]1=O)C.C(OCC)(=O)C.O. (5) The reactants are: [N:1]1[CH:6]=[C:5]([C:7]2[C:16]3[CH2:15][CH2:14][CH2:13][CH2:12][C:11]=3[N:10]=[C:9]([OH:17])[CH:8]=2)[CH:4]=[N:3][CH:2]=1.Cl[CH2:19][C:20]1[CH:25]=[CH:24][CH:23]=[C:22]([CH3:26])[N:21]=1. Given the product [CH3:19][C:20]1[N:21]=[C:22]([CH2:26][O:17][C:9]2[CH:8]=[C:7]([C:5]3[CH:6]=[N:1][CH:2]=[N:3][CH:4]=3)[C:16]3[CH2:15][CH2:14][CH2:13][CH2:12][C:11]=3[N:10]=2)[CH:23]=[CH:24][CH:25]=1, predict the reactants needed to synthesize it. (6) Given the product [CH3:26][NH:25][C:24]1[CH:23]=[C:13]2[N:8]([C:7]=1[C:5]([O:4][CH2:2][CH3:3])=[O:6])[CH:9]=[CH:10][CH:11]=[CH:12]2, predict the reactants needed to synthesize it. The reactants are: [Br-].[CH2:2]([O:4][C:5]([CH2:7][N+:8]1[CH:13]=[CH:12][CH:11]=[CH:10][CH:9]=1)=[O:6])[CH3:3].CSC(SC)=C[N+]([O-])=O.[CH3:23][CH2:24][N:25](CC)[CH2:26]C. (7) Given the product [Cl:5][C:6]1[CH:15]=[C:14]([OH:16])[C:13]([Cl:18])=[C:12]2[C:7]=1[CH2:8][CH2:9][NH:10][C:11]2=[O:19], predict the reactants needed to synthesize it. The reactants are: B(Br)(Br)Br.[Cl:5][C:6]1[CH:15]=[C:14]([O:16]C)[C:13]([Cl:18])=[C:12]2[C:7]=1[CH2:8][CH2:9][N:10](C(OC(C)(C)C)=O)[C:11]2=[O:19].O. (8) Given the product [C:1]([O:5][C:6]([C:8]1[S:9][C:10]([CH2:13][CH2:14][CH2:15][NH2:16])=[CH:11][CH:12]=1)=[O:7])([CH3:4])([CH3:3])[CH3:2], predict the reactants needed to synthesize it. The reactants are: [C:1]([O:5][C:6]([C:8]1[S:9][C:10]([C:13]#[C:14][CH2:15][NH:16]C(OCC2C=CC=CC=2)=O)=[CH:11][CH:12]=1)=[O:7])([CH3:4])([CH3:3])[CH3:2].Cl. (9) Given the product [N:3]1([S:43]([C:37]2[CH:36]=[C:35]3[C:40]([CH2:41][CH2:42][N:33]([C:30](=[O:32])[CH3:31])[CH2:34]3)=[CH:39][CH:38]=2)(=[O:44])=[O:45])[C:11]2[C:6](=[CH:7][CH:8]=[CH:9][CH:10]=2)[CH:5]=[CH:4]1, predict the reactants needed to synthesize it. The reactants are: [OH-].[Na+].[NH:3]1[C:11]2[C:6](=[CH:7][CH:8]=[CH:9][CH:10]=2)[CH:5]=[CH:4]1.[OH-].C([N+](CCCC)(CCCC)CCCC)CCC.[C:30]([N:33]1[CH2:42][CH2:41][C:40]2[C:35](=[CH:36][C:37]([S:43](Cl)(=[O:45])=[O:44])=[CH:38][CH:39]=2)[CH2:34]1)(=[O:32])[CH3:31].